From a dataset of Reaction yield outcomes from USPTO patents with 853,638 reactions. Predict the reaction yield, written as a fraction of the theoretical maximum amount of product (1.0 means a 100% yield; for example, 0.34 means a 34% yield). (1) The reactants are [CH2:1]([OH:5])[CH:2]([OH:4])[CH3:3].[C:6]1([CH3:16])[CH:11]=[CH:10][C:9]([S:12](Cl)(=[O:14])=[O:13])=[CH:8][CH:7]=1.C(N(CC)CC)C. The catalyst is ClCCl.CN(C)C1C=CN=CC=1. The product is [C:6]1([CH3:16])[CH:11]=[CH:10][C:9]([S:12]([O:5][CH2:1][CH:2]([OH:4])[CH3:3])(=[O:14])=[O:13])=[CH:8][CH:7]=1. The yield is 0.730. (2) The reactants are [NH2:1][CH2:2][C:3]1[C:8]([CH2:9][CH3:10])=[N:7][C:6]2[N:11]([CH2:14][CH3:15])[N:12]=[CH:13][C:5]=2[C:4]=1[NH:16][CH:17]1[CH2:22][CH2:21][O:20][CH2:19][CH2:18]1.[CH3:23][O:24][C:25](=[O:32])[CH2:26][CH2:27][CH2:28][C:29](O)=[O:30].CN(C(ON1N=NC2C=CC=CC1=2)=[N+](C)C)C.F[P-](F)(F)(F)(F)F. The catalyst is C(Cl)Cl. The product is [CH2:14]([N:11]1[C:6]2=[N:7][C:8]([CH2:9][CH3:10])=[C:3]([CH2:2][NH:1][C:29](=[O:30])[CH2:28][CH2:27][CH2:26][C:25]([O:24][CH3:23])=[O:32])[C:4]([NH:16][CH:17]3[CH2:18][CH2:19][O:20][CH2:21][CH2:22]3)=[C:5]2[CH:13]=[N:12]1)[CH3:15]. The yield is 1.04. (3) The reactants are [Cl:1][C:2]1[CH:3]=[C:4]2[C:10](I)=[CH:9][N:8]([Si:12]([CH:19]([CH3:21])[CH3:20])([CH:16]([CH3:18])[CH3:17])[CH:13]([CH3:15])[CH3:14])[C:5]2=[N:6][CH:7]=1.C([Mg]Cl)(C)C.[C:27]([O:31][C:32](=[O:50])[N:33]([CH2:42][C:43]1[CH:48]=[CH:47][C:46]([F:49])=[CH:45][CH:44]=1)[C:34]1[S:35][C:36]([CH:40]=[O:41])=[C:37](Cl)[N:38]=1)([CH3:30])([CH3:29])[CH3:28]. The catalyst is O1CCCC1. The product is [C:27]([O:31][C:32](=[O:50])[N:33]([C:34]1[S:35][C:36]([CH:40]([C:10]2[C:4]3[C:5](=[N:6][CH:7]=[C:2]([Cl:1])[CH:3]=3)[N:8]([Si:12]([CH:19]([CH3:21])[CH3:20])([CH:16]([CH3:18])[CH3:17])[CH:13]([CH3:15])[CH3:14])[CH:9]=2)[OH:41])=[CH:37][N:38]=1)[CH2:42][C:43]1[CH:44]=[CH:45][C:46]([F:49])=[CH:47][CH:48]=1)([CH3:30])([CH3:28])[CH3:29]. The yield is 0.300. (4) The reactants are C[O:2][C:3](=[O:29])[CH2:4][C@@H:5]1[N:11]=[C:10]([C:12]2[CH:17]=[CH:16][C:15]([Cl:18])=[CH:14][CH:13]=2)[C:9]2[CH:19]=[C:20]([O:23][CH3:24])[CH:21]=[CH:22][C:8]=2[N:7]2[C:25]([CH3:28])=[N:26][N:27]=[C:6]12.[OH-].[Na+]. The catalyst is C1COCC1. The product is [Cl:18][C:15]1[CH:16]=[CH:17][C:12]([C:10]2[C:9]3[CH:19]=[C:20]([O:23][CH3:24])[CH:21]=[CH:22][C:8]=3[N:7]3[C:25]([CH3:28])=[N:26][N:27]=[C:6]3[C@H:5]([CH2:4][C:3]([OH:29])=[O:2])[N:11]=2)=[CH:13][CH:14]=1. The yield is 0.980. (5) The reactants are [F:1][C:2]1[CH:7]=[C:6]([O:8][C:9]2[CH:14]=[CH:13][N:12]=[C:11]([NH:15][C:16]([N:18]([CH3:26])[CH:19]3[CH2:24][CH2:23][N:22]([CH3:25])[CH2:21][CH2:20]3)=[O:17])[CH:10]=2)[CH:5]=[CH:4][C:3]=1[NH:27][C:28]([C:30]1([C:33](O)=[O:34])[CH2:32][CH2:31]1)=[O:29].[CH:36]1([NH2:41])[CH2:40][CH2:39][CH2:38][CH2:37]1.C(N(CC)CC)C.F[P-](F)(F)(F)(F)F.N1(O[P+](N(C)C)(N(C)C)N(C)C)C2C=CC=CC=2N=N1. The catalyst is CN(C)C=O. The product is [CH:36]1([NH:41][C:33]([C:30]2([C:28]([NH:27][C:3]3[CH:4]=[CH:5][C:6]([O:8][C:9]4[CH:14]=[CH:13][N:12]=[C:11]([NH:15][C:16]([N:18]([CH3:26])[CH:19]5[CH2:24][CH2:23][N:22]([CH3:25])[CH2:21][CH2:20]5)=[O:17])[CH:10]=4)=[CH:7][C:2]=3[F:1])=[O:29])[CH2:32][CH2:31]2)=[O:34])[CH2:40][CH2:39][CH2:38][CH2:37]1. The yield is 0.510.